The task is: Regression. Given a peptide amino acid sequence and an MHC pseudo amino acid sequence, predict their binding affinity value. This is MHC class I binding data.. This data is from Peptide-MHC class I binding affinity with 185,985 pairs from IEDB/IMGT. (1) The peptide sequence is RMLPKLAEF. The MHC is HLA-C15:02 with pseudo-sequence HLA-C15:02. The binding affinity (normalized) is 0.295. (2) The peptide sequence is VIARTHTAL. The MHC is HLA-A26:01 with pseudo-sequence HLA-A26:01. The binding affinity (normalized) is 0.0847. (3) The peptide sequence is VTARWLWGF. The MHC is HLA-A23:01 with pseudo-sequence HLA-A23:01. The binding affinity (normalized) is 0.547. (4) The peptide sequence is TSIGLLCVM. The MHC is HLA-A26:01 with pseudo-sequence HLA-A26:01. The binding affinity (normalized) is 0.279. (5) The binding affinity (normalized) is 0.119. The MHC is Mamu-A01 with pseudo-sequence Mamu-A01. The peptide sequence is RTYQILQPVLQ. (6) The binding affinity (normalized) is 0.273. The peptide sequence is SDDQLRLLK. The MHC is HLA-A30:01 with pseudo-sequence HLA-A30:01. (7) The peptide sequence is MEQRVMATL. The MHC is HLA-A66:01 with pseudo-sequence HLA-A66:01. The binding affinity (normalized) is 0.213. (8) The peptide sequence is KIQNFRVYY. The MHC is HLA-B40:01 with pseudo-sequence HLA-B40:01. The binding affinity (normalized) is 0.0258. (9) The peptide sequence is MSPSYVKYR. The MHC is Mamu-A02 with pseudo-sequence Mamu-A02. The binding affinity (normalized) is 0.